This data is from Catalyst prediction with 721,799 reactions and 888 catalyst types from USPTO. The task is: Predict which catalyst facilitates the given reaction. (1) Reactant: [OH-].[Na+].[OH:3][C@:4]1([C:16]2[S:17][CH:18]=[CH:19][N:20]=2)[CH2:9][CH2:8][C@H:7]([C:10]([O:12]C)=[O:11])[C:6]([CH3:15])([CH3:14])[CH2:5]1.Cl. Product: [OH2:3].[OH:3][C@:4]1([C:16]2[S:17][CH:18]=[CH:19][N:20]=2)[CH2:9][CH2:8][C@H:7]([C:10]([OH:12])=[O:11])[C:6]([CH3:14])([CH3:15])[CH2:5]1. The catalyst class is: 6. (2) Reactant: C([O:4][CH2:5][C:6]([CH3:46])([CH3:45])[CH2:7][N:8]1[C:14]2[CH:15]=[CH:16][C:17]([Cl:19])=[CH:18][C:13]=2[C@@H:12]([C:20]2[CH:25]=[CH:24][CH:23]=[C:22]([O:26][CH3:27])[C:21]=2[O:28][CH3:29])[O:11][C@H:10]([CH2:30][C:31]2[S:32][C:33]([CH:36]([OH:43])[CH2:37][C:38]([O:40]CC)=[O:39])=[CH:34][N:35]=2)[C:9]1=[O:44])(=O)C.[OH-].[Na+].C(O)C.Cl. Product: [Cl:19][C:17]1[CH:16]=[CH:15][C:14]2[N:8]([CH2:7][C:6]([CH3:46])([CH3:45])[CH2:5][OH:4])[C:9](=[O:44])[C@@H:10]([CH2:30][C:31]3[S:32][C:33]([CH:36]([OH:43])[CH2:37][C:38]([OH:40])=[O:39])=[CH:34][N:35]=3)[O:11][C@H:12]([C:20]3[CH:25]=[CH:24][CH:23]=[C:22]([O:26][CH3:27])[C:21]=3[O:28][CH3:29])[C:13]=2[CH:18]=1. The catalyst class is: 13. (3) Reactant: [N:1]1([C:6]([C@@H:8]2[CH2:13][CH2:12][CH2:11][N:10]([C:14]3[N:19]=[C:18]4[NH:20][C:21]([C:23]5[N:28]=[C:27]([C:29](OC)=[O:30])[CH:26]=[CH:25][CH:24]=5)=[N:22][C:17]4=[CH:16][CH:15]=3)[CH2:9]2)=[O:7])[CH2:5][CH2:4][CH2:3][CH2:2]1.[NH3:33].C[Al](C)C. Product: [N:1]1([C:6]([C@@H:8]2[CH2:13][CH2:12][CH2:11][N:10]([C:14]3[N:19]=[C:18]4[NH:20][C:21]([C:23]5[N:28]=[C:27]([C:29]([NH2:33])=[O:30])[CH:26]=[CH:25][CH:24]=5)=[N:22][C:17]4=[CH:16][CH:15]=3)[CH2:9]2)=[O:7])[CH2:5][CH2:4][CH2:3][CH2:2]1. The catalyst class is: 857. (4) Reactant: [N:1]([O-:3])=[O:2].[Ag+:4].[CH2:5]([S:7][CH2:8][CH3:9])[CH3:6]. Product: [N:1]([O-:3])=[O:2].[Ag+:4].[CH2:5]([S:7][CH2:8][CH3:9])[CH3:6]. The catalyst class is: 10. (5) Reactant: [NH2:1][C:2]1[CH:7]=[CH:6][C:5]([S:8]([N:11]([CH2:33][CH3:34])[C:12]2[CH:32]=[CH:31][C:15]3[N:16]([CH2:24][CH:25]4[CH2:30][CH2:29][O:28][CH2:27][CH2:26]4)[C:17]([C:19]([O:22][CH3:23])([CH3:21])[CH3:20])=[N:18][C:14]=3[CH:13]=2)(=[O:10])=[O:9])=[CH:4][CH:3]=1.[C:35]([O:38][CH2:39][C:40](Cl)=[O:41])(=[O:37])[CH3:36]. Product: [C:35]([O:38][CH2:39][C:40]([NH:1][C:2]1[CH:3]=[CH:4][C:5]([S:8]([N:11]([CH2:33][CH3:34])[C:12]2[CH:32]=[CH:31][C:15]3[N:16]([CH2:24][CH:25]4[CH2:30][CH2:29][O:28][CH2:27][CH2:26]4)[C:17]([C:19]([O:22][CH3:23])([CH3:20])[CH3:21])=[N:18][C:14]=3[CH:13]=2)(=[O:10])=[O:9])=[CH:6][CH:7]=1)=[O:41])(=[O:37])[CH3:36]. The catalyst class is: 649. (6) Reactant: [CH:1]1(/[CH:7]=[CH:8]/[CH:9]=[O:10])[CH2:6][CH2:5][CH2:4][CH2:3][CH2:2]1.FC(F)(F)C1C=C(C(C2C=C(C(F)(F)F)C=C(C(F)(F)F)C=2)(O[Si](C)(C)C)C2CCCN2)C=C(C(F)(F)F)C=1.[N+](C1C=CC(C(O)=O)=CC=1)([O-])=O.[NH:62]1[CH:66]=[CH:65][CH:64]=[N:63]1. Product: [CH:1]1([CH:7]([N:62]2[CH:66]=[CH:65][CH:64]=[N:63]2)[CH2:8][CH:9]=[O:10])[CH2:6][CH2:5][CH2:4][CH2:3][CH2:2]1. The catalyst class is: 11. (7) Reactant: [Br:1][C:2]1[CH:7]=[CH:6][C:5]([N+:8]([O-:10])=[O:9])=[CH:4][C:3]=1[CH2:11][NH:12][CH3:13].[CH2:14]([O:21][C:22]([O:24]N1C(=O)CCC1=O)=O)[C:15]1[CH:20]=[CH:19][CH:18]=[CH:17][CH:16]=1.C(N(CC)C(C)C)(C)C. Product: [Br:1][C:2]1[CH:7]=[CH:6][C:5]([N+:8]([O-:10])=[O:9])=[CH:4][C:3]=1[CH2:11][N:12]([CH3:13])[C:22](=[O:24])[O:21][CH2:14][C:15]1[CH:16]=[CH:17][CH:18]=[CH:19][CH:20]=1. The catalyst class is: 3.